Task: Predict which catalyst facilitates the given reaction.. Dataset: Catalyst prediction with 721,799 reactions and 888 catalyst types from USPTO (1) Reactant: [CH2:1]([C:5]1[N:6]([CH2:27][CH:28]([CH3:30])[CH3:29])[C:7]2[C:16]3[CH:15]=[CH:14][C:13](/[CH:17]=[CH:18]/[C:19]4[CH:24]=[CH:23][CH:22]=[CH:21][CH:20]=4)=[CH:12][C:11]=3[N:10]=[C:9]([NH2:25])[C:8]=2[N:26]=1)[CH2:2][CH2:3][CH3:4]. Product: [CH2:1]([C:5]1[N:6]([CH2:27][CH:28]([CH3:29])[CH3:30])[C:7]2[C:16]3[CH:15]=[CH:14][C:13]([CH2:17][CH2:18][C:19]4[CH:20]=[CH:21][CH:22]=[CH:23][CH:24]=4)=[CH:12][C:11]=3[N:10]=[C:9]([NH2:25])[C:8]=2[N:26]=1)[CH2:2][CH2:3][CH3:4]. The catalyst class is: 45. (2) Reactant: O[O:2][S:3]([O-:5])=O.[K+].[CH:7]1([C:11]2[C:16]([C:17]([O:19][CH3:20])=[O:18])=[CH:15][N:14]=[C:13](SC)[N:12]=2)[CH2:10][CH2:9][CH2:8]1.[C:23](#N)C. Product: [CH:7]1([C:11]2[C:16]([C:17]([O:19][CH3:20])=[O:18])=[CH:15][N:14]=[C:13]([S:3]([CH3:23])(=[O:5])=[O:2])[N:12]=2)[CH2:8][CH2:9][CH2:10]1. The catalyst class is: 6.